From a dataset of Forward reaction prediction with 1.9M reactions from USPTO patents (1976-2016). Predict the product of the given reaction. (1) Given the reactants [CH3:1][C:2]1[N:3]=[C:4]2[C:9]([C:10](OCCCC)=[O:11])=[CH:8][CH:7]=[C:6]([C:17]([F:20])([F:19])[F:18])[N:5]2[C:21]=1[CH3:22].[OH-].[Na+].Cl.[F:26][C:27]([F:41])([F:40])[C:28]1[C:36]2[CH2:35][CH2:34][CH2:33][CH2:32][C:31]=2[N:30]([CH2:37][CH2:38][NH2:39])[N:29]=1.CCN=C=NCCCN(C)C.C1C=CC2N(O)N=NC=2C=1.C(N(CC)CC)C, predict the reaction product. The product is: [CH3:1][C:2]1[N:3]=[C:4]2[C:9]([C:10]([NH:39][CH2:38][CH2:37][N:30]3[C:31]4[CH2:32][CH2:33][CH2:34][CH2:35][C:36]=4[C:28]([C:27]([F:41])([F:40])[F:26])=[N:29]3)=[O:11])=[CH:8][CH:7]=[C:6]([C:17]([F:18])([F:19])[F:20])[N:5]2[C:21]=1[CH3:22]. (2) Given the reactants [CH2:1]([O:3][C:4]([C:6]1[N:7]([CH3:16])[C:8]([CH2:14][CH3:15])=[C:9]([C:12]#[N:13])[C:10]=1I)=[O:5])[CH3:2].[Br:17][C:18]1[CH:23]=[CH:22][C:21](B(O)O)=[CH:20][CH:19]=1.C([O-])([O-])=O.[Na+].[Na+].Cl.C([O-])(O)=O.[Na+], predict the reaction product. The product is: [CH2:1]([O:3][C:4]([C:6]1[N:7]([CH3:16])[C:8]([CH2:14][CH3:15])=[C:9]([C:12]#[N:13])[C:10]=1[C:21]1[CH:22]=[CH:23][C:18]([Br:17])=[CH:19][CH:20]=1)=[O:5])[CH3:2]. (3) Given the reactants [CH3:1][N:2]1[CH2:7][CH2:6][N:5]([C:8]2[CH:13]=[C:12]([N:14]3[CH:23]([CH3:24])[CH2:22][C:21]4[C:16](=[CH:17][C:18](B5OC(C)(C)C(C)(C)O5)=[CH:19][CH:20]=4)[CH2:15]3)[N:11]=[C:10]([NH2:34])[N:9]=2)[CH2:4][CH2:3]1.Br[C:36]1[N:37]=[C:38]([CH3:41])[S:39][CH:40]=1.C(=O)([O-])[O-].[K+].[K+].ClCCl, predict the reaction product. The product is: [CH3:24][CH:23]1[CH2:22][C:21]2[C:16](=[CH:17][C:18]([C:36]3[N:37]=[C:38]([CH3:41])[S:39][CH:40]=3)=[CH:19][CH:20]=2)[CH2:15][N:14]1[C:12]1[CH:13]=[C:8]([N:5]2[CH2:6][CH2:7][N:2]([CH3:1])[CH2:3][CH2:4]2)[N:9]=[C:10]([NH2:34])[N:11]=1. (4) The product is: [CH2:1]([O:3][C:4]([C:6]1[C:7]2[CH:15]=[N:14][NH:13][C:8]=2[N:9]=[C:10]([Cl:18])[CH:11]=1)=[O:5])[CH3:2]. Given the reactants [CH2:1]([O:3][C:4]([C:6]1[C:7]2[CH:15]=[N:14][NH:13][C:8]=2[N:9]=[C:10](O)[CH:11]=1)=[O:5])[CH3:2].P(Cl)(Cl)([Cl:18])=O, predict the reaction product. (5) Given the reactants Cl.[C:2]([O:10][C@@H:11]1[C@@H:15]([CH2:16][OH:17])[CH2:14][C@@H:13]([NH2:18])[C@@H:12]1[O:19][C:20](=[O:27])[C:21]1[CH:26]=[CH:25][CH:24]=[CH:23][CH:22]=1)(=[O:9])[C:3]1[CH:8]=[CH:7][CH:6]=[CH:5][CH:4]=1.CCN(CC)CC.[C:35](Cl)(=[O:42])[C:36]1[CH:41]=[CH:40][N:39]=[CH:38][CH:37]=1.[Cl-].[NH4+], predict the reaction product. The product is: [C:20]([O:19][C@H:12]1[C@H:13]([NH:18][C:35](=[O:42])[C:36]2[CH:41]=[CH:40][N:39]=[CH:38][CH:37]=2)[CH2:14][C@H:15]([CH2:16][OH:17])[C@H:11]1[O:10][C:2](=[O:9])[C:3]1[CH:4]=[CH:5][CH:6]=[CH:7][CH:8]=1)(=[O:27])[C:21]1[CH:26]=[CH:25][CH:24]=[CH:23][CH:22]=1. (6) Given the reactants [I-].C[S+](C)(C)=O.[H-].[Na+].[CH3:9][O:10][C:11]1[CH:16]=[CH:15][C:14]([C@H:17]([N:19]2[C:23](=[O:24])[CH2:22][C@@H:21]([CH:25]=[O:26])[CH2:20]2)[CH3:18])=[CH:13][CH:12]=1.[CH3:27]COC(C)=O, predict the reaction product. The product is: [CH3:9][O:10][C:11]1[CH:16]=[CH:15][C:14]([C@H:17]([N:19]2[CH2:20][C@H:21]([CH:25]3[CH2:27][O:26]3)[CH2:22][C:23]2=[O:24])[CH3:18])=[CH:13][CH:12]=1. (7) Given the reactants [CH2:1]([C:8]1[S:12][C:11]([NH2:13])=[N:10][C:9]=1[C:14]1[CH:19]=[CH:18][C:17]([O:20][CH3:21])=[CH:16][CH:15]=1)[C:2]1[CH:7]=[CH:6][CH:5]=[CH:4][CH:3]=1.[CH3:22][O:23][C:24]1[CH:25]=[C:26]([CH:30]=[C:31]([O:33][CH3:34])[CH:32]=1)[C:27](Cl)=[O:28], predict the reaction product. The product is: [CH2:1]([C:8]1[S:12][C:11]([NH:13][C:27](=[O:28])[C:26]2[CH:30]=[C:31]([O:33][CH3:34])[CH:32]=[C:24]([O:23][CH3:22])[CH:25]=2)=[N:10][C:9]=1[C:14]1[CH:15]=[CH:16][C:17]([O:20][CH3:21])=[CH:18][CH:19]=1)[C:2]1[CH:3]=[CH:4][CH:5]=[CH:6][CH:7]=1. (8) The product is: [C:27]([C:24]1[CH:25]=[CH:26][C:21]2[O:20][CH2:19][C:18](=[O:29])[N:17]([CH2:16][CH2:15][C@H:5]3[CH2:4][CH2:3][C@H:2]([NH:1][CH2:41][C:39]4[CH:38]=[CH:37][C:34]5[O:35][CH2:36][C:31](=[O:30])[NH:32][C:33]=5[N:40]=4)[CH2:7][N:6]3[C:8]([O:10][C:11]([CH3:13])([CH3:12])[CH3:14])=[O:9])[C:22]=2[CH:23]=1)#[N:28]. Given the reactants [NH2:1][C@@H:2]1[CH2:7][N:6]([C:8]([O:10][C:11]([CH3:14])([CH3:13])[CH3:12])=[O:9])[C@@H:5]([CH2:15][CH2:16][N:17]2[C:22]3[CH:23]=[C:24]([C:27]#[N:28])[CH:25]=[CH:26][C:21]=3[O:20][CH2:19][C:18]2=[O:29])[CH2:4][CH2:3]1.[O:30]=[C:31]1[CH2:36][O:35][C:34]2[CH:37]=[CH:38][C:39]([CH:41]=O)=[N:40][C:33]=2[NH:32]1.[BH3-]C#N.[Na+], predict the reaction product.